Task: Predict the reaction yield, written as a fraction of the theoretical maximum amount of product (1.0 means a 100% yield; for example, 0.34 means a 34% yield).. Dataset: Reaction yield outcomes from USPTO patents with 853,638 reactions The reactants are [CH2:1]([N:3]([S:9]([C:12]1[CH:17]=[CH:16][CH:15]=[C:14]([F:18])[CH:13]=1)(=[O:11])=[O:10])[C:4](=[CH2:8])[C:5]([OH:7])=O)[CH3:2].CCOC(OC(OCC)=O)=O.[F:30][C:31]([F:47])([F:46])[C:32]1[CH:37]=[CH:36][C:35]([C:38]2[CH:43]=[C:42]([CH2:44][NH2:45])[CH:41]=[CH:40][N:39]=2)=[CH:34][CH:33]=1. The catalyst is C1COCC1. The product is [CH2:1]([N:3]([S:9]([C:12]1[CH:17]=[CH:16][CH:15]=[C:14]([F:18])[CH:13]=1)(=[O:11])=[O:10])[C:4](=[CH2:8])[C:5]([NH:45][CH2:44][C:42]1[CH:41]=[CH:40][N:39]=[C:38]([C:35]2[CH:36]=[CH:37][C:32]([C:31]([F:47])([F:30])[F:46])=[CH:33][CH:34]=2)[CH:43]=1)=[O:7])[CH3:2]. The yield is 0.200.